Dataset: Peptide-MHC class II binding affinity with 134,281 pairs from IEDB. Task: Regression. Given a peptide amino acid sequence and an MHC pseudo amino acid sequence, predict their binding affinity value. This is MHC class II binding data. (1) The MHC is DRB3_0101 with pseudo-sequence DRB3_0101. The peptide sequence is AAFSKLPASTIDELK. The binding affinity (normalized) is 0.434. (2) The binding affinity (normalized) is 0.427. The MHC is HLA-DQA10501-DQB10301 with pseudo-sequence HLA-DQA10501-DQB10301. The peptide sequence is ETADELAALLAAVQA.